From a dataset of Full USPTO retrosynthesis dataset with 1.9M reactions from patents (1976-2016). Predict the reactants needed to synthesize the given product. (1) Given the product [O:27]=[C:11]1[N:10]([CH3:28])[C:9]([CH2:29][OH:30])([C:5]2[CH:6]=[CH:7][CH:8]=[C:3]([C:2]([F:34])([F:35])[F:1])[CH:4]=2)[C:13](=[O:14])[N:12]1[C:15]1[CH:22]=[CH:21][C:18]([C:19]#[N:20])=[C:17]([C:23]([F:26])([F:24])[F:25])[CH:16]=1, predict the reactants needed to synthesize it. The reactants are: [F:1][C:2]([F:35])([F:34])[C:3]1[CH:4]=[C:5]([C:9]2([CH2:29][O:30]CC=C)[C:13](=[O:14])[N:12]([C:15]3[CH:22]=[CH:21][C:18]([C:19]#[N:20])=[C:17]([C:23]([F:26])([F:25])[F:24])[CH:16]=3)[C:11](=[O:27])[N:10]2[CH3:28])[CH:6]=[CH:7][CH:8]=1. (2) The reactants are: [NH:1]1[CH2:6][CH2:5][CH2:4][CH:3]([C:7]2[C:11]3=[C:12]4[CH:18]=[CH:17][NH:16][C:13]4=[N:14][CH:15]=[C:10]3[NH:9][N:8]=2)[CH2:2]1.Cl[C:20]1[CH:25]=[CH:24][C:23]([C:26]([F:29])([F:28])[F:27])=[CH:22][N:21]=1.CCN(C(C)C)C(C)C. Given the product [F:27][C:26]([F:29])([F:28])[C:23]1[CH:24]=[CH:25][C:20]([N:1]2[CH2:6][CH2:5][CH2:4][CH:3]([C:7]3[C:11]4=[C:12]5[CH:18]=[CH:17][NH:16][C:13]5=[N:14][CH:15]=[C:10]4[NH:9][N:8]=3)[CH2:2]2)=[N:21][CH:22]=1, predict the reactants needed to synthesize it. (3) Given the product [NH:7]1[CH:11]=[N:10][C:9]([S:12][S:12][C:9]2[N:10]=[CH:11][NH:7][N:8]=2)=[N:8]1, predict the reactants needed to synthesize it. The reactants are: C(O)(=O)C.OO.[NH:7]1[CH:11]=[N:10][C:9]([SH:12])=[N:8]1.[OH-].[Na+].